From a dataset of NCI-60 drug combinations with 297,098 pairs across 59 cell lines. Regression. Given two drug SMILES strings and cell line genomic features, predict the synergy score measuring deviation from expected non-interaction effect. (1) Drug 1: COC1=CC(=CC(=C1O)OC)C2C3C(COC3=O)C(C4=CC5=C(C=C24)OCO5)OC6C(C(C7C(O6)COC(O7)C8=CC=CS8)O)O. Drug 2: CC1=C(C=C(C=C1)NC(=O)C2=CC=C(C=C2)CN3CCN(CC3)C)NC4=NC=CC(=N4)C5=CN=CC=C5. Cell line: DU-145. Synergy scores: CSS=35.1, Synergy_ZIP=8.31, Synergy_Bliss=7.29, Synergy_Loewe=-28.3, Synergy_HSA=3.83. (2) Drug 1: CC12CCC3C(C1CCC2OP(=O)(O)O)CCC4=C3C=CC(=C4)OC(=O)N(CCCl)CCCl.[Na+]. Drug 2: CC1C(C(CC(O1)OC2CC(CC3=C2C(=C4C(=C3O)C(=O)C5=C(C4=O)C(=CC=C5)OC)O)(C(=O)CO)O)N)O.Cl. Cell line: ACHN. Synergy scores: CSS=47.6, Synergy_ZIP=1.13, Synergy_Bliss=1.95, Synergy_Loewe=-33.1, Synergy_HSA=2.86. (3) Drug 1: C1=CC=C(C=C1)NC(=O)CCCCCCC(=O)NO. Drug 2: CN(C(=O)NC(C=O)C(C(C(CO)O)O)O)N=O. Cell line: SK-MEL-28. Synergy scores: CSS=3.13, Synergy_ZIP=-5.66, Synergy_Bliss=-5.10, Synergy_Loewe=-5.61, Synergy_HSA=-5.54. (4) Drug 1: C1CN1P(=S)(N2CC2)N3CC3. Drug 2: CC1C(C(CC(O1)OC2CC(CC3=C2C(=C4C(=C3O)C(=O)C5=C(C4=O)C(=CC=C5)OC)O)(C(=O)CO)O)N)O.Cl. Synergy scores: CSS=44.7, Synergy_ZIP=-0.435, Synergy_Bliss=-1.48, Synergy_Loewe=0.138, Synergy_HSA=2.66. Cell line: CAKI-1. (5) Drug 1: CCC(=C(C1=CC=CC=C1)C2=CC=C(C=C2)OCCN(C)C)C3=CC=CC=C3.C(C(=O)O)C(CC(=O)O)(C(=O)O)O. Drug 2: CC1=C2C(C(=O)C3(C(CC4C(C3C(C(C2(C)C)(CC1OC(=O)C(C(C5=CC=CC=C5)NC(=O)C6=CC=CC=C6)O)O)OC(=O)C7=CC=CC=C7)(CO4)OC(=O)C)O)C)OC(=O)C. Cell line: MOLT-4. Synergy scores: CSS=66.0, Synergy_ZIP=14.7, Synergy_Bliss=14.7, Synergy_Loewe=-13.2, Synergy_HSA=15.3. (6) Drug 1: CC1=CC=C(C=C1)C2=CC(=NN2C3=CC=C(C=C3)S(=O)(=O)N)C(F)(F)F. Drug 2: CC1=C2C(C(=O)C3(C(CC4C(C3C(C(C2(C)C)(CC1OC(=O)C(C(C5=CC=CC=C5)NC(=O)C6=CC=CC=C6)O)O)OC(=O)C7=CC=CC=C7)(CO4)OC(=O)C)O)C)OC(=O)C. Cell line: 786-0. Synergy scores: CSS=32.1, Synergy_ZIP=8.33, Synergy_Bliss=10.9, Synergy_Loewe=9.40, Synergy_HSA=11.5.